Dataset: Reaction yield outcomes from USPTO patents with 853,638 reactions. Task: Predict the reaction yield, written as a fraction of the theoretical maximum amount of product (1.0 means a 100% yield; for example, 0.34 means a 34% yield). (1) The reactants are [CH3:1][N:2]([CH3:31])[CH2:3][CH2:4][NH:5][C:6]1[N:11]=[C:10]([C:12]2[CH:17]=[CH:16][CH:15]=[CH:14][CH:13]=2)[N:9]=[C:8]([C:18]([NH:20][C:21]2[CH:30]=[CH:29][CH:28]=[CH:27][C:22]=2[C:23]([O:25]C)=[O:24])=[O:19])[CH:7]=1.[OH-].[Li+].O.Cl. The catalyst is C1COCC1.CO. The product is [CH3:1][N:2]([CH3:31])[CH2:3][CH2:4][NH:5][C:6]1[N:11]=[C:10]([C:12]2[CH:13]=[CH:14][CH:15]=[CH:16][CH:17]=2)[N:9]=[C:8]([C:18]([NH:20][C:21]2[CH:30]=[CH:29][CH:28]=[CH:27][C:22]=2[C:23]([OH:25])=[O:24])=[O:19])[CH:7]=1. The yield is 0.570. (2) The reactants are [CH2:1]([O:3][C:4]([C:6]1[CH:7]=[N:8][N:9]([CH2:11][C:12]#[CH:13])[CH:10]=1)=[O:5])[CH3:2].I[C:15]1[CH:20]=[CH:19][C:18]([CH3:21])=[CH:17][CH:16]=1.C(N(CC)CC)C.CN(C=O)C. The catalyst is O.[Cu](I)I.Cl[Pd](Cl)([P](C1C=CC=CC=1)(C1C=CC=CC=1)C1C=CC=CC=1)[P](C1C=CC=CC=1)(C1C=CC=CC=1)C1C=CC=CC=1. The product is [CH2:1]([O:3][C:4]([C:6]1[CH:7]=[N:8][N:9]([CH2:11][C:12]#[C:13][C:15]2[CH:20]=[CH:19][C:18]([CH3:21])=[CH:17][CH:16]=2)[CH:10]=1)=[O:5])[CH3:2]. The yield is 0.750. (3) The reactants are Br[C:2]1[CH:3]=[C:4]([CH:9]=[C:10]([O:13][CH3:14])[C:11]=1[Cl:12])[C:5]([O:7][CH3:8])=[O:6].[CH3:15][C:16]1([CH3:25])[C:20]([CH3:22])([CH3:21])[O:19][B:18]([CH:23]=[CH2:24])[O:17]1.CCN(C(C)C)C(C)C. The catalyst is C1(OC)C=CC=CC=1.C1C=CC([P]([Pd]([P](C2C=CC=CC=2)(C2C=CC=CC=2)C2C=CC=CC=2)([P](C2C=CC=CC=2)(C2C=CC=CC=2)C2C=CC=CC=2)[P](C2C=CC=CC=2)(C2C=CC=CC=2)C2C=CC=CC=2)(C2C=CC=CC=2)C2C=CC=CC=2)=CC=1. The product is [Cl:12][C:11]1[C:2](/[CH:24]=[CH:23]/[B:18]2[O:19][C:20]([CH3:22])([CH3:21])[C:16]([CH3:25])([CH3:15])[O:17]2)=[CH:3][C:4]([C:5]([O:7][CH3:8])=[O:6])=[CH:9][C:10]=1[O:13][CH3:14]. The yield is 0.479. (4) The reactants are [ClH:1].[CH2:2]([C:5]1[N:6]=[C:7]([NH2:10])[NH:8][CH:9]=1)[C:3]#[CH:4].[N:11]([CH2:14][CH2:15][C:16]1[CH:20]=[CH:19][S:18][CH:17]=1)=[N+:12]=[N-:13]. No catalyst specified. The product is [ClH:1].[S:18]1[CH:19]=[CH:20][C:16]([CH2:15][CH2:14][N:11]2[CH:4]=[C:3]([CH2:2][C:5]3[N:6]=[C:7]([NH2:10])[NH:8][CH:9]=3)[N:13]=[N:12]2)=[CH:17]1. The yield is 0.600. (5) The reactants are [CH3:1][O:2][C:3]1[CH:4]=[C:5]2[C:10](=[CH:11][CH:12]=1)[C:9](=O)[NH:8][CH:7]=[CH:6]2.P(Cl)(Cl)([Cl:16])=O. No catalyst specified. The product is [Cl:16][C:9]1[C:10]2[C:5](=[CH:4][C:3]([O:2][CH3:1])=[CH:12][CH:11]=2)[CH:6]=[CH:7][N:8]=1. The yield is 0.730. (6) The reactants are [CH2:1]([CH:3]([C:6]1[C:11]2[N:12]([CH2:16][C:17]([O:19][CH:20]([CH3:22])[CH3:21])=[O:18])[C:13](=[O:15])[NH:14][C:10]=2[CH:9]=[CH:8][CH:7]=1)[CH2:4][CH3:5])[CH3:2].N(C(C)(C)C#N)=NC(C)(C)C#N.[Cl:35]N1C(=O)CCC1=O.C(=O)([O-])O.[Na+]. The catalyst is ClC1C=CC=CC=1. The product is [Cl:35][C:9]1[C:10]2[NH:14][C:13](=[O:15])[N:12]([CH2:16][C:17]([O:19][CH:20]([CH3:22])[CH3:21])=[O:18])[C:11]=2[C:6]([CH:3]([CH2:4][CH3:5])[CH2:1][CH3:2])=[CH:7][CH:8]=1. The yield is 0.753. (7) The reactants are [CH2:1]([C:5]1[N:6]=[C:7]([CH3:27])[NH:8][C:9](=[O:26])[C:10]=1[CH2:11][C:12]1[CH:17]=[CH:16][C:15]([C:18]2[C:19]([C:24]#[N:25])=[CH:20][CH:21]=[CH:22][CH:23]=2)=[CH:14][CH:13]=1)[CH2:2][CH2:3][CH3:4].C(=O)([O-])[O-].[K+].[K+].Cl[CH2:35][C:36]1[CH:49]=[CH:48][C:39]([C:40]([N:42]2[CH2:47][CH2:46][O:45][CH2:44][CH2:43]2)=[O:41])=[CH:38][CH:37]=1.CN(C)C=O. The catalyst is C(OCC)(=O)C. The product is [CH2:1]([C:5]1[N:6]=[C:7]([CH3:27])[N:8]([CH2:35][C:36]2[CH:49]=[CH:48][C:39]([C:40]([N:42]3[CH2:47][CH2:46][O:45][CH2:44][CH2:43]3)=[O:41])=[CH:38][CH:37]=2)[C:9](=[O:26])[C:10]=1[CH2:11][C:12]1[CH:17]=[CH:16][C:15]([C:18]2[C:19]([C:24]#[N:25])=[CH:20][CH:21]=[CH:22][CH:23]=2)=[CH:14][CH:13]=1)[CH2:2][CH2:3][CH3:4]. The yield is 0.610.